Dataset: Forward reaction prediction with 1.9M reactions from USPTO patents (1976-2016). Task: Predict the product of the given reaction. (1) The product is: [Br:33][C:11]1[CH:10]=[N:9][C:8]2[NH:7][C:6]3[CH:24]=[CH:25][C:3]([C:1]#[N:2])=[CH:4][C:5]=3[C:14]([C:20]([F:21])([F:22])[F:23])([CH2:15][O:16][CH:17]([CH3:19])[CH3:18])[C:13]=2[CH:12]=1. Given the reactants [C:1]([C:3]1[CH:25]=[CH:24][C:6]2[NH:7][C:8]3[N:9]=[CH:10][CH:11]=[CH:12][C:13]=3[C:14]([C:20]([F:23])([F:22])[F:21])([CH2:15][O:16][CH:17]([CH3:19])[CH3:18])[C:5]=2[CH:4]=1)#[N:2].C1C(=O)N([Br:33])C(=O)C1.CCOC(C)=O.CCCCCC, predict the reaction product. (2) Given the reactants [Br:1][C:2]1[CH:7]=[CH:6][C:5]([CH:8]2[CH2:13][CH:12]([S:14]([C:17]3[CH:22]=[CH:21][CH:20]=[C:19]([O:23][CH:24]([F:26])[F:25])[CH:18]=3)(=[O:16])=[O:15])[CH2:11][CH2:10][O:9]2)=[C:4]([F:27])[CH:3]=1.[CH3:28]C([O-])(C)C.[K+].CI, predict the reaction product. The product is: [Br:1][C:2]1[CH:7]=[CH:6][C:5]([CH:8]2[CH2:13][C:12]([S:14]([C:17]3[CH:22]=[CH:21][CH:20]=[C:19]([O:23][CH:24]([F:26])[F:25])[CH:18]=3)(=[O:15])=[O:16])([CH3:28])[CH2:11][CH2:10][O:9]2)=[C:4]([F:27])[CH:3]=1.